From a dataset of Full USPTO retrosynthesis dataset with 1.9M reactions from patents (1976-2016). Predict the reactants needed to synthesize the given product. (1) Given the product [CH2:1]([O:8][C:9]1[C:10](=[O:29])[CH:11]=[C:12]([CH2:17][NH:18][S:19]([C:22]2[C:23]([CH3:28])=[CH:24][CH:25]=[CH:26][CH:27]=2)(=[O:21])=[O:20])[O:13][C:14]=1[C:15]([OH:37])=[O:16])[C:2]1[CH:3]=[CH:4][CH:5]=[CH:6][CH:7]=1, predict the reactants needed to synthesize it. The reactants are: [CH2:1]([O:8][C:9]1[C:10](=[O:29])[CH:11]=[C:12]([CH2:17][NH:18][S:19]([C:22]2[CH:27]=[CH:26][CH:25]=[CH:24][C:23]=2[CH3:28])(=[O:21])=[O:20])[O:13][C:14]=1[CH:15]=[O:16])[C:2]1[CH:7]=[CH:6][CH:5]=[CH:4][CH:3]=1.C1(S(C(N)C2OC(C(O)=O)=C(OCC3C=CC=CC=3)C(=O)C=2)(=O)=[O:37])C=CC=CC=1. (2) Given the product [CH:20]1([N:17]2[C:5]3[C:6]([O:8][C@@H:9]([C@H:11]4[CH2:15][NH:14][C:13](=[O:16])[CH2:12]4)[CH3:10])=[N:7][C:2]([C:30]4[CH:31]=[CH:32][C:24]5[O:23][CH2:28][CH2:27][O:26][C:25]=5[CH:29]=4)=[CH:3][C:4]=3[N:19]=[CH:18]2)[CH2:22][CH2:21]1, predict the reactants needed to synthesize it. The reactants are: Br[C:2]1[N:7]=[C:6]([O:8][C@@H:9]([C@H:11]2[CH2:15][NH:14][C:13](=[O:16])[CH2:12]2)[CH3:10])[C:5]2[N:17]([CH:20]3[CH2:22][CH2:21]3)[CH:18]=[N:19][C:4]=2[CH:3]=1.[O:23]1[CH2:28][CH2:27][O:26][C:25]2[CH:29]=[C:30](B3OC(C)(C)C(C)(C)O3)[CH:31]=[CH:32][C:24]1=2.COCCOC.C(=O)([O-])[O-].[Na+].[Na+]. (3) Given the product [CH3:1][O:2][N:3]=[C:4]([CH2:9][O:10][C:11]1[CH:16]=[CH:15][CH:14]=[C:13]([C:17]([F:18])([F:19])[F:20])[CH:12]=1)[CH2:5][NH2:6], predict the reactants needed to synthesize it. The reactants are: [CH3:1][O:2][N:3]=[C:4]([CH2:9][O:10][C:11]1[CH:16]=[CH:15][CH:14]=[C:13]([C:17]([F:20])([F:19])[F:18])[CH:12]=1)[CH2:5][N:6]=[N+]=[N-]. (4) The reactants are: [CH2:1]([C:3]1[C:4]([NH:23][CH:24]([CH3:28])[CH2:25][CH2:26][OH:27])=[N:5][C:6]([CH2:21][CH3:22])=[C:7]([C:9]2[C:18]([O:19][CH3:20])=[CH:17][C:16]3[CH2:15][CH2:14][CH2:13][CH2:12][C:11]=3[CH:10]=2)[N:8]=1)[CH3:2].N1C=CC=CC=1.[C:35](Cl)(=[O:37])[CH3:36]. Given the product [C:35]([O:27][CH2:26][CH2:25][CH:24]([NH:23][C:4]1[C:3]([CH2:1][CH3:2])=[N:8][C:7]([C:9]2[C:18]([O:19][CH3:20])=[CH:17][C:16]3[CH2:15][CH2:14][CH2:13][CH2:12][C:11]=3[CH:10]=2)=[C:6]([CH2:21][CH3:22])[N:5]=1)[CH3:28])(=[O:37])[CH3:36], predict the reactants needed to synthesize it. (5) Given the product [C:1]([NH:4][C:5]1[CH:9]=[C:8]([Cl:15])[NH:7][C:6]=1[C:10]([O:12][CH2:13][CH3:14])=[O:11])(=[O:3])[CH3:2], predict the reactants needed to synthesize it. The reactants are: [C:1]([NH:4][C:5]1[CH:9]=[CH:8][NH:7][C:6]=1[C:10]([O:12][CH2:13][CH3:14])=[O:11])(=[O:3])[CH3:2].[Cl:15]N1C(=O)CCC1=O.O. (6) Given the product [CH3:9][C:4]1[CH:5]=[CH:6][C:7]2[O:8][C:15]([C:14]3[CH:18]=[CH:19][C:11]([NH2:10])=[CH:12][CH:13]=3)=[N:1][C:2]=2[CH:3]=1, predict the reactants needed to synthesize it. The reactants are: [NH2:1][C:2]1[C:7]([OH:8])=[CH:6][CH:5]=[C:4]([CH3:9])[CH:3]=1.[NH2:10][C:11]1[CH:19]=[CH:18][C:14]([C:15](O)=O)=[CH:13][CH:12]=1.